This data is from Forward reaction prediction with 1.9M reactions from USPTO patents (1976-2016). The task is: Predict the product of the given reaction. (1) Given the reactants O[Li].O.C([O:6][C:7](=[O:25])[CH2:8][CH2:9][CH2:10][CH2:11][C:12]1[CH:16]=[C:15]([C:17]2[CH:22]=[C:21]([Cl:23])[CH:20]=[CH:19][C:18]=2[OH:24])[O:14][N:13]=1)C.Cl, predict the reaction product. The product is: [Cl:23][C:21]1[CH:20]=[CH:19][C:18]([OH:24])=[C:17]([C:15]2[O:14][N:13]=[C:12]([CH2:11][CH2:10][CH2:9][CH2:8][C:7]([OH:25])=[O:6])[CH:16]=2)[CH:22]=1. (2) Given the reactants [NH2:1][C:2]1[C:7]([C:8](=[O:10])[CH3:9])=[CH:6][C:5]2[O:11][CH2:12][O:13][C:4]=2[CH:3]=1.[F:14][C:15]([F:32])([F:31])[C:16]1[CH:17]=[C:18]([N:22]2[CH2:27][CH2:26][CH:25]([C:28](O)=[O:29])[CH2:24][CH2:23]2)[CH:19]=[CH:20][CH:21]=1, predict the reaction product. The product is: [C:8]([C:7]1[C:2]([NH:1][C:28]([CH:25]2[CH2:24][CH2:23][N:22]([C:18]3[CH:19]=[CH:20][CH:21]=[C:16]([C:15]([F:32])([F:14])[F:31])[CH:17]=3)[CH2:27][CH2:26]2)=[O:29])=[CH:3][C:4]2[O:13][CH2:12][O:11][C:5]=2[CH:6]=1)(=[O:10])[CH3:9]. (3) The product is: [C:4]1(=[CH:26][C@H:28]2[CH2:33][CH2:32][C@H:31]([NH:34][C:35](=[O:41])[O:36][C:37]([CH3:40])([CH3:39])[CH3:38])[CH2:30][CH2:29]2)[CH2:6][CH2:5]1. Given the reactants [H-].[Na+].[Br-].[CH:4]1([P+](C2C=CC=CC=2)(C2C=CC=CC=2)C2C=CC=CC=2)[CH2:6][CH2:5]1.[CH:26]([C@H:28]1[CH2:33][CH2:32][C@H:31]([NH:34][C:35](=[O:41])[O:36][C:37]([CH3:40])([CH3:39])[CH3:38])[CH2:30][CH2:29]1)=O.COCCOCCN(CCOCCOC)CCOCCOC.[Cl-].[NH4+], predict the reaction product. (4) Given the reactants [Cl:1][C:2]1[C:11]([CH:12]=[O:13])=[CH:10][C:9]2[C:4](=[C:5]([CH3:14])[CH:6]=[CH:7][CH:8]=2)[N:3]=1.[CH3:15][Mg]Br.[NH4+].[Cl-], predict the reaction product. The product is: [Cl:1][C:2]1[C:11]([CH:12]([OH:13])[CH3:15])=[CH:10][C:9]2[C:4](=[C:5]([CH3:14])[CH:6]=[CH:7][CH:8]=2)[N:3]=1. (5) Given the reactants [Cl:1][C:2]1[CH:29]=[CH:28][C:5]([O:6][C:7]([N:9]([CH3:27])[CH2:10][CH2:11][C@H:12]2[CH2:17][CH2:16][C@H:15]([C:18]([N:20]([CH3:26])[CH2:21][CH2:22][C:23]([OH:25])=O)=[O:19])[CH2:14][CH2:13]2)=[O:8])=[CH:4][CH:3]=1.C(Cl)(=O)C(Cl)=O.[CH3:36][NH2:37], predict the reaction product. The product is: [Cl:1][C:2]1[CH:3]=[CH:4][C:5]([O:6][C:7](=[O:8])[N:9]([CH3:27])[CH2:10][CH2:11][C@H:12]2[CH2:17][CH2:16][C@H:15]([C:18](=[O:19])[N:20]([CH3:26])[CH2:21][CH2:22][C:23](=[O:25])[NH:37][CH3:36])[CH2:14][CH2:13]2)=[CH:28][CH:29]=1.